Dataset: Catalyst prediction with 721,799 reactions and 888 catalyst types from USPTO. Task: Predict which catalyst facilitates the given reaction. Reactant: [CH3:1][O:2][C:3]([C:5]1[CH:6]=[C:7]2[C:12](=[CH:13][CH:14]=1)[CH2:11][CH:10]([O:15][C:16]1[CH:21]=[CH:20][N:19]=[C:18]([C:22](O)=[O:23])[CH:17]=1)[CH2:9][CH2:8]2)=[O:4].CN(C)C=O.C(N(CC)C(C)C)(C)C.F[P-](F)(F)(F)(F)F.FC(N(C)C)=[N+](C)C.[NH2:54][CH:55]1[CH2:60][CH2:59][N:58]([C:61]([O:63][C:64]([CH3:67])([CH3:66])[CH3:65])=[O:62])[CH2:57][CH2:56]1. Product: [CH3:1][O:2][C:3]([C:5]1[CH:6]=[C:7]2[C:12](=[CH:13][CH:14]=1)[CH2:11][CH:10]([O:15][C:16]1[CH:21]=[CH:20][N:19]=[C:18]([C:22]([NH:54][CH:55]3[CH2:56][CH2:57][N:58]([C:61]([O:63][C:64]([CH3:67])([CH3:66])[CH3:65])=[O:62])[CH2:59][CH2:60]3)=[O:23])[CH:17]=1)[CH2:9][CH2:8]2)=[O:4]. The catalyst class is: 6.